Dataset: Full USPTO retrosynthesis dataset with 1.9M reactions from patents (1976-2016). Task: Predict the reactants needed to synthesize the given product. (1) Given the product [OH:1][CH:2]1[CH2:7][CH:6]2[CH:8]([C:9]3[NH:17][C:16]4[C:15](=[O:18])[N:14]([CH2:19][CH2:20][CH3:21])[C:13](=[O:22])[N:12]([CH2:23][CH2:24][CH3:25])[C:11]=4[N:10]=3)[CH:3]1[CH2:4][CH2:5]2, predict the reactants needed to synthesize it. The reactants are: [O:1]=[C:2]1[CH2:7][CH:6]2[CH:8]([C:9]3[NH:17][C:16]4[C:15](=[O:18])[N:14]([CH2:19][CH2:20][CH3:21])[C:13](=[O:22])[N:12]([CH2:23][CH2:24][CH3:25])[C:11]=4[N:10]=3)[CH:3]1[CH2:4][CH2:5]2.[BH4-].[Na+]. (2) Given the product [CH:6]([C:5]1[CH:8]=[CH:9][C:2]([OH:1])=[CH:3][CH:4]=1)=[CH2:10], predict the reactants needed to synthesize it. The reactants are: [OH:1][C:2]1[CH:9]=[CH:8][C:5]([CH:6]=O)=[CH:4][CH:3]=1.[C:10](O)(=O)CC(O)=O. (3) Given the product [NH2:27][C@H:16]([CH2:17][C:18]1[CH:23]=[C:22]([F:24])[C:21]([F:25])=[CH:20][C:19]=1[F:26])[CH2:15][C:14]([N:8]1[CH2:9][CH2:10][NH:11][C:12](=[O:13])[C@H:7]1[CH2:6][O:5][C:1]([CH3:2])([CH3:3])[CH3:4])=[O:35], predict the reactants needed to synthesize it. The reactants are: [C:1]([O:5][CH2:6][C@@H:7]1[C:12](=[O:13])[NH:11][CH2:10][CH2:9][N:8]1[C:14](=[O:35])[CH2:15][C@H:16]([NH:27]C(=O)OC(C)(C)C)[CH2:17][C:18]1[CH:23]=[C:22]([F:24])[C:21]([F:25])=[CH:20][C:19]=1[F:26])([CH3:4])([CH3:3])[CH3:2].Cl.C(OCC)C.